Predict the reactants needed to synthesize the given product. From a dataset of Full USPTO retrosynthesis dataset with 1.9M reactions from patents (1976-2016). Given the product [Cl:34][C:35]1[CH:40]=[CH:39][C:38]([C:2]2[C:7](=[O:8])[N:6]3[CH:9]=[CH:10][CH:11]=[CH:12][C:5]3=[N:4][C:3]=2[CH2:13][CH2:14][CH:15]2[CH2:17][CH2:16]2)=[CH:37][CH:36]=1, predict the reactants needed to synthesize it. The reactants are: Br[C:2]1[C:7](=[O:8])[N:6]2[CH:9]=[CH:10][CH:11]=[CH:12][C:5]2=[N:4][C:3]=1[CH2:13][CH2:14][CH:15]1[CH2:17][CH2:16]1.BrC1C(=O)N2C=CC=CC2=NC=1CCCC.[Cl:34][C:35]1[CH:40]=[CH:39][C:38](B(O)O)=[CH:37][CH:36]=1.COC1C=CC(B(O)O)=CC=1.